This data is from HIV replication inhibition screening data with 41,000+ compounds from the AIDS Antiviral Screen. The task is: Binary Classification. Given a drug SMILES string, predict its activity (active/inactive) in a high-throughput screening assay against a specified biological target. (1) The result is 0 (inactive). The molecule is COc1ccc(NC(=O)CC(=O)N2N=C(c3ccccc3)C(N=Nc3ccc(S(=O)(=O)CCOS(=O)(=O)O)cc3)C2=O)cc1. (2) The compound is Cc1cc2c(CC(=O)O)n[nH]c2c(C(=O)O)c1C. The result is 0 (inactive). (3) The molecule is O=C(NNC(=S)NCc1ccccc1)C12CC3CC(CC(C3)C1)C2. The result is 0 (inactive). (4) The drug is O=S(=O)(c1ccccc1)S(=O)(=O)c1ccccc1. The result is 0 (inactive). (5) The drug is CC1OCC2OC(C)OC(C3C4=C(CC(C)(C)CC4=O)OC4=C3C(=O)CC(C)(C)C4)C2O1. The result is 0 (inactive).